The task is: Predict the reaction yield, written as a fraction of the theoretical maximum amount of product (1.0 means a 100% yield; for example, 0.34 means a 34% yield).. This data is from Reaction yield outcomes from USPTO patents with 853,638 reactions. The reactants are Br[C:2]1[CH:10]=[C:9]2[C:5]([CH2:6][C:7]3([CH2:16][CH2:15][CH:14]([O:17][CH:18]([F:20])[F:19])[CH2:13][CH2:12]3)[C:8]2=[O:11])=[CH:4][CH:3]=1.[CH:38]1[CH:39]=[CH:34]C(P([C:34]2[CH:39]=[CH:38][CH:37]=[CH:36]C=2)[C:38]2[CH:39]=[CH:34]C=[CH:36][CH:37]=2)=[CH:36][CH:37]=1. The catalyst is Cl[Pd](Cl)([P](C1C=CC=CC=1)(C1C=CC=CC=1)C1C=CC=CC=1)[P](C1C=CC=CC=1)(C1C=CC=CC=1)C1C=CC=CC=1.[Cu]I.C1(C#C)CC1. The product is [CH:38]1([C:37]#[C:36][C:2]2[CH:10]=[C:9]3[C:5]([CH2:6][C:7]4([CH2:16][CH2:15][CH:14]([O:17][CH:18]([F:20])[F:19])[CH2:13][CH2:12]4)[C:8]3=[O:11])=[CH:4][CH:3]=2)[CH2:39][CH2:34]1. The yield is 0.900.